From a dataset of Catalyst prediction with 721,799 reactions and 888 catalyst types from USPTO. Predict which catalyst facilitates the given reaction. (1) Reactant: [CH:1]1([C@@H:4]([OH:18])[CH2:5][O:6][C:7]2[CH:12]=[CH:11][C:10]([N+:13]([O-])=O)=[CH:9][C:8]=2[O:16][CH3:17])[CH2:3][CH2:2]1. Product: [NH2:13][C:10]1[CH:11]=[CH:12][C:7]([O:6][CH2:5][C@@H:4]([CH:1]2[CH2:2][CH2:3]2)[OH:18])=[C:8]([O:16][CH3:17])[CH:9]=1. The catalyst class is: 50. (2) Reactant: [C:1]([C:5]1[N:10]=[C:9]([N:11]=[CH:12][N:13](C)C)[C:8]([C:16]#[N:17])=[CH:7][CH:6]=1)([CH3:4])([CH3:3])[CH3:2].[CH3:18][O:19][C:20](=[O:43])[C:21]1[CH:26]=[CH:25][C:24]([S:27][C:28]2[CH:33]=[CH:32][C:31]([NH:34][C:35]([O:37][C:38]([CH3:41])([CH3:40])[CH3:39])=[O:36])=[CH:30][CH:29]=2)=[C:23](N)[CH:22]=1.CCOC(C)=O.C([O-])([O-])=O.[K+].[K+]. Product: [CH3:18][O:19][C:20](=[O:43])[C:21]1[CH:22]=[CH:23][C:24]([S:27][C:28]2[CH:33]=[CH:32][C:31]([NH:34][C:35]([O:37][C:38]([CH3:40])([CH3:39])[CH3:41])=[O:36])=[CH:30][CH:29]=2)=[C:25]([NH:17][C:16]2[C:8]3[CH:7]=[CH:6][C:5]([C:1]([CH3:2])([CH3:3])[CH3:4])=[N:10][C:9]=3[N:11]=[CH:12][N:13]=2)[CH:26]=1. The catalyst class is: 313. (3) Reactant: [CH2:1]([NH:4][C:5](=[O:11])[O:6][C:7]([CH3:10])([CH3:9])[CH3:8])[C:2]#[CH:3].[Cl:12][C:13]1[C:18](I)=[C:17]([CH3:20])[N:16]=[C:15]([NH2:21])[N:14]=1. Product: [NH2:21][C:15]1[N:14]=[C:13]([Cl:12])[C:18]([C:3]#[C:2][CH2:1][NH:4][C:5](=[O:11])[O:6][C:7]([CH3:8])([CH3:10])[CH3:9])=[C:17]([CH3:20])[N:16]=1. The catalyst class is: 235.